Dataset: Catalyst prediction with 721,799 reactions and 888 catalyst types from USPTO. Task: Predict which catalyst facilitates the given reaction. Reactant: Cl[C:2]1[N:7]=[C:6]([S:8][CH3:9])[N:5]=[C:4]2[NH:10][N:11]=[C:12]([C:13]3[CH:18]=[CH:17][CH:16]=[CH:15][C:14]=3[Cl:19])[C:3]=12.[CH:20]([N:23](CC)C(C)C)(C)C.[CH2:29]1[CH2:33][O:32]CC1. Product: [Cl:19][C:14]1[CH:15]=[CH:16][CH:17]=[CH:18][C:13]=1[C:12]1[C:3]2[C:4](=[N:5][C:6]([S:8][CH3:9])=[N:7][C:2]=2[NH:23][CH2:20][C@@H:33]([OH:32])[CH3:29])[NH:10][N:11]=1. The catalyst class is: 84.